This data is from Forward reaction prediction with 1.9M reactions from USPTO patents (1976-2016). The task is: Predict the product of the given reaction. (1) Given the reactants CON(C)[C:4]([C:6]1[C:15](=[O:16])[C:14]2[C:9](=[CH:10][CH:11]=[CH:12][CH:13]=2)[N:8]([CH2:17][C:18]2[CH:23]=[CH:22][CH:21]=[C:20]([Br:24])[N:19]=2)[CH:7]=1)=[O:5].[CH2:26]([C:28]1[CH:33]=[CH:32][C:31](I)=[CH:30][N:29]=1)[CH3:27].C([Mg]Cl)(C)C, predict the reaction product. The product is: [Br:24][C:20]1[N:19]=[C:18]([CH2:17][N:8]2[C:9]3[C:14](=[CH:13][CH:12]=[CH:11][CH:10]=3)[C:15](=[O:16])[C:6]([C:4]([C:31]3[CH:30]=[N:29][C:28]([CH2:26][CH3:27])=[CH:33][CH:32]=3)=[O:5])=[CH:7]2)[CH:23]=[CH:22][CH:21]=1. (2) Given the reactants [CH3:1][C:2]1[CH:7]=[CH:6][C:5]([S:8]([N:11]2[C:15]([C:16]3[CH:21]=[CH:20][CH:19]=[CH:18][CH:17]=3)=[CH:14][C:13]([C:22](OCC)=[O:23])=[N:12]2)(=[O:10])=[O:9])=[CH:4][CH:3]=1.[H-].C([Al+]CC(C)C)C(C)C.Cl, predict the reaction product. The product is: [CH3:1][C:2]1[CH:7]=[CH:6][C:5]([S:8]([N:11]2[C:15]([C:16]3[CH:21]=[CH:20][CH:19]=[CH:18][CH:17]=3)=[CH:14][C:13]([CH:22]=[O:23])=[N:12]2)(=[O:10])=[O:9])=[CH:4][CH:3]=1. (3) Given the reactants [Cl:1][C:2]1[CH:7]=[CH:6][C:5]([CH:8]2[CH2:13][S:12](=[O:15])(=[O:14])[NH:11][C:10](=[O:16])[NH:9]2)=[CH:4][CH:3]=1.[CH3:17][O-].[Na+].CI, predict the reaction product. The product is: [Cl:1][C:2]1[CH:3]=[CH:4][C:5]([CH:8]2[CH2:13][S:12](=[O:15])(=[O:14])[N:11]([CH3:17])[C:10](=[O:16])[NH:9]2)=[CH:6][CH:7]=1. (4) Given the reactants [C:1]([O:5][C:6]([N:8]1[CH2:13][CH2:12][CH2:11][CH2:10][CH:9]1[CH2:14][NH2:15])=[O:7])([CH3:4])([CH3:3])[CH3:2].Cl[C:17]1[CH:26]=[CH:25][C:24]2[C:19](=[CH:20][CH:21]=[CH:22][CH:23]=2)[N:18]=1, predict the reaction product. The product is: [C:1]([O:5][C:6]([N:8]1[CH2:13][CH2:12][CH2:11][CH2:10][CH:9]1[CH2:14][NH:15][C:17]1[CH:26]=[CH:25][C:24]2[C:19](=[CH:20][CH:21]=[CH:22][CH:23]=2)[N:18]=1)=[O:7])([CH3:4])([CH3:3])[CH3:2].